Dataset: Full USPTO retrosynthesis dataset with 1.9M reactions from patents (1976-2016). Task: Predict the reactants needed to synthesize the given product. (1) Given the product [CH3:25][O:26][CH2:27][CH2:28][N:29]([CH3:37])[C:30]1[N:31]=[CH:32][C:33]([NH:36][C:9]([C:11]2[O:15][C:14]([C:16]3[CH:17]=[CH:18][CH:19]=[CH:20][CH:21]=3)=[N:13][C:12]=2[CH2:22][CH2:23][CH3:24])=[O:10])=[CH:34][CH:35]=1, predict the reactants needed to synthesize it. The reactants are: O=C1CCC(=O)N1O[C:9]([C:11]1[O:15][C:14]([C:16]2[CH:21]=[CH:20][CH:19]=[CH:18][CH:17]=2)=[N:13][C:12]=1[CH2:22][CH2:23][CH3:24])=[O:10].[CH3:25][O:26][CH2:27][CH2:28][N:29]([CH3:37])[C:30]1[CH:35]=[CH:34][C:33]([NH2:36])=[CH:32][N:31]=1. (2) Given the product [CH3:15][N:16]1[C:21]2[N:22]=[C:23]([N:27]3[CH2:32][CH2:31][N:30]([CH:33]([C:36]4[N:41]=[CH:40][CH:39]=[CH:38][N:37]=4)[CH3:34])[CH2:29][CH2:28]3)[NH:24][C:25](=[O:26])[C:20]=2[CH2:19][CH2:18][CH2:17]1, predict the reactants needed to synthesize it. The reactants are: FC(F)(F)C(O)=O.FC(F)(F)C(O)=O.[CH3:15][N:16]1[C:21]2[N:22]=[C:23]([N:27]3[CH2:32][CH2:31][NH:30][CH2:29][CH2:28]3)[NH:24][C:25](=[O:26])[C:20]=2[CH2:19][CH2:18][CH2:17]1.[C:33]([C:36]1[N:41]=[CH:40][CH:39]=[CH:38][N:37]=1)(=O)[CH3:34].CN(C=O)C.C([BH3-])#N.[Na+]. (3) Given the product [Br:17][C:18]([CH2:20][NH:9][CH2:8][CH2:1][C:2]1[CH:7]=[CH:6][CH:5]=[CH:4][CH:3]=1)=[CH2:19], predict the reactants needed to synthesize it. The reactants are: [CH2:1]([CH2:8][NH2:9])[C:2]1[CH:7]=[CH:6][CH:5]=[CH:4][CH:3]=1.C(N(CC)CC)C.[Br:17][C:18]([CH2:20]Br)=[CH2:19]. (4) Given the product [OH:19][CH2:18][C:17]([NH:16][C:12]([C:8]1[CH:7]=[CH:6][C:5]2[CH2:4][CH2:3][C:2]([CH3:1])([CH3:15])[CH2:11][C:10]=2[N:9]=1)=[O:14])([CH3:21])[CH3:20], predict the reactants needed to synthesize it. The reactants are: [CH3:1][C:2]1([CH3:15])[CH2:11][C:10]2[N:9]=[C:8]([C:12]([OH:14])=O)[CH:7]=[CH:6][C:5]=2[CH2:4][CH2:3]1.[NH2:16][C:17]([CH3:21])([CH3:20])[CH2:18][OH:19]. (5) Given the product [C:1]([N:8]1[CH2:13][CH2:12][O:11][C@H:10]([CH2:14][C:15]2[CH:20]=[CH:19][CH:18]=[C:17]([CH:21]=[CH:38][C:37]3[CH:42]=[N:30][CH:31]=[CH:32][CH:36]=3)[CH:16]=2)[CH2:9]1)([O:3][C:4]([CH3:6])([CH3:7])[CH3:5])=[O:2].[CH2:23]([N:30]1[CH2:35][CH2:34][O:33][CH:32]([CH2:36][C:37]2[CH:42]=[CH:41][CH:40]=[C:39]([CH3:43])[C:38]=2[F:44])[CH2:31]1)[C:24]1[CH:25]=[CH:26][CH:27]=[CH:28][CH:29]=1, predict the reactants needed to synthesize it. The reactants are: [C:1]([N:8]1[CH2:13][CH2:12][O:11][C@H:10]([CH2:14][C:15]2[CH:20]=[CH:19][CH:18]=[C:17]([CH2:21]O)[CH:16]=2)[CH2:9]1)([O:3][C:4]([CH3:7])([CH3:6])[CH3:5])=[O:2].[CH2:23]([N:30]1[CH2:35][CH2:34][O:33][CH:32]([CH2:36][C:37]2[CH:42]=[CH:41][CH:40]=[C:39]([CH3:43])[C:38]=2[F:44])[C:31]1=O)[C:24]1[CH:29]=[CH:28][CH:27]=[CH:26][CH:25]=1.[C@H](O)(C([O-])=O)[C@@H](O)C([O-])=O.[Na+].[K+].C(OCC)(=O)C. (6) Given the product [Cl:5][C:6]1[CH:7]=[N+:8]([O-:31])[CH:9]=[C:10]([Cl:30])[C:11]=1[CH2:12][C@H:13]([O:14][C:45](=[O:46])[CH2:44][O:43][C:41](=[O:42])[C:40]1[CH:48]=[CH:49][C:37]([O:36][CH2:35][CH:32]2[CH2:34][CH2:33]2)=[C:38]([CH2:50][N:51]2[CH2:52][CH2:53][O:54][CH2:55][CH2:56]2)[CH:39]=1)[C:15]1[CH:20]=[CH:19][C:18]([O:21][CH:22]([F:24])[F:23])=[C:17]([O:25][CH2:26][CH:27]2[CH2:29][CH2:28]2)[CH:16]=1, predict the reactants needed to synthesize it. The reactants are: C(Cl)CCl.[Cl:5][C:6]1[CH:7]=[N+:8]([O-:31])[CH:9]=[C:10]([Cl:30])[C:11]=1[CH2:12][C@@H:13]([C:15]1[CH:20]=[CH:19][C:18]([O:21][CH:22]([F:24])[F:23])=[C:17]([O:25][CH2:26][CH:27]2[CH2:29][CH2:28]2)[CH:16]=1)[OH:14].[CH:32]1([CH2:35][O:36][C:37]2[CH:49]=[CH:48][C:40]([C:41]([O:43][CH2:44][C:45](O)=[O:46])=[O:42])=[CH:39][C:38]=2[CH2:50][N:51]2[CH2:56][CH2:55][O:54][CH2:53][CH2:52]2)[CH2:34][CH2:33]1.